This data is from Peptide-MHC class I binding affinity with 185,985 pairs from IEDB/IMGT. The task is: Regression. Given a peptide amino acid sequence and an MHC pseudo amino acid sequence, predict their binding affinity value. This is MHC class I binding data. (1) The peptide sequence is RYFTVAFLF. The MHC is HLA-A11:01 with pseudo-sequence HLA-A11:01. The binding affinity (normalized) is 0.213. (2) The peptide sequence is YLEGTRTLL. The MHC is HLA-B27:05 with pseudo-sequence HLA-B27:05. The binding affinity (normalized) is 0.0847. (3) The peptide sequence is FMFDYIPPV. The MHC is HLA-A02:11 with pseudo-sequence HLA-A02:11. The binding affinity (normalized) is 1.00. (4) The peptide sequence is VQLQEYDTY. The MHC is HLA-B40:01 with pseudo-sequence HLA-B40:01. The binding affinity (normalized) is 0.0847. (5) The binding affinity (normalized) is 0.839. The MHC is HLA-A02:06 with pseudo-sequence HLA-A02:06. The peptide sequence is VMYAFTTPL. (6) The peptide sequence is RGPSCGSAK. The MHC is HLA-A31:01 with pseudo-sequence HLA-A31:01. The binding affinity (normalized) is 0.245.